Dataset: NCI-60 drug combinations with 297,098 pairs across 59 cell lines. Task: Regression. Given two drug SMILES strings and cell line genomic features, predict the synergy score measuring deviation from expected non-interaction effect. (1) Drug 1: C1=CC(=C2C(=C1NCCNCCO)C(=O)C3=C(C=CC(=C3C2=O)O)O)NCCNCCO. Drug 2: CC1=C(C(=O)C2=C(C1=O)N3CC4C(C3(C2COC(=O)N)OC)N4)N. Cell line: SF-539. Synergy scores: CSS=56.7, Synergy_ZIP=3.63, Synergy_Bliss=1.23, Synergy_Loewe=-0.171, Synergy_HSA=5.88. (2) Drug 1: CC1C(C(CC(O1)OC2CC(OC(C2O)C)OC3=CC4=CC5=C(C(=O)C(C(C5)C(C(=O)C(C(C)O)O)OC)OC6CC(C(C(O6)C)O)OC7CC(C(C(O7)C)O)OC8CC(C(C(O8)C)O)(C)O)C(=C4C(=C3C)O)O)O)O. Drug 2: CC1CCCC2(C(O2)CC(NC(=O)CC(C(C(=O)C(C1O)C)(C)C)O)C(=CC3=CSC(=N3)C)C)C. Cell line: UO-31. Synergy scores: CSS=62.0, Synergy_ZIP=7.18, Synergy_Bliss=7.41, Synergy_Loewe=11.3, Synergy_HSA=10.4. (3) Synergy scores: CSS=9.36, Synergy_ZIP=-6.61, Synergy_Bliss=-6.39, Synergy_Loewe=-6.96, Synergy_HSA=-4.03. Drug 1: CC1=C(C=C(C=C1)NC2=NC=CC(=N2)N(C)C3=CC4=NN(C(=C4C=C3)C)C)S(=O)(=O)N.Cl. Cell line: KM12. Drug 2: CC1=CC=C(C=C1)C2=CC(=NN2C3=CC=C(C=C3)S(=O)(=O)N)C(F)(F)F. (4) Drug 1: CCCS(=O)(=O)NC1=C(C(=C(C=C1)F)C(=O)C2=CNC3=C2C=C(C=N3)C4=CC=C(C=C4)Cl)F. Drug 2: C1=NC2=C(N=C(N=C2N1C3C(C(C(O3)CO)O)F)Cl)N. Cell line: HT29. Synergy scores: CSS=48.5, Synergy_ZIP=3.84, Synergy_Bliss=4.62, Synergy_Loewe=4.92, Synergy_HSA=6.51. (5) Drug 1: CS(=O)(=O)CCNCC1=CC=C(O1)C2=CC3=C(C=C2)N=CN=C3NC4=CC(=C(C=C4)OCC5=CC(=CC=C5)F)Cl. Drug 2: C#CCC(CC1=CN=C2C(=N1)C(=NC(=N2)N)N)C3=CC=C(C=C3)C(=O)NC(CCC(=O)O)C(=O)O. Cell line: SF-268. Synergy scores: CSS=23.0, Synergy_ZIP=2.87, Synergy_Bliss=2.68, Synergy_Loewe=-4.52, Synergy_HSA=2.64. (6) Drug 1: CCC(=C(C1=CC=CC=C1)C2=CC=C(C=C2)OCCN(C)C)C3=CC=CC=C3.C(C(=O)O)C(CC(=O)O)(C(=O)O)O. Drug 2: CS(=O)(=O)OCCCCOS(=O)(=O)C. Cell line: HCT116. Synergy scores: CSS=3.79, Synergy_ZIP=-5.13, Synergy_Bliss=-2.32, Synergy_Loewe=-8.40, Synergy_HSA=-3.52. (7) Drug 1: CCN(CC)CCCC(C)NC1=C2C=C(C=CC2=NC3=C1C=CC(=C3)Cl)OC. Drug 2: CCC1(C2=C(COC1=O)C(=O)N3CC4=CC5=C(C=CC(=C5CN(C)C)O)N=C4C3=C2)O.Cl. Cell line: MCF7. Synergy scores: CSS=24.2, Synergy_ZIP=-5.12, Synergy_Bliss=1.86, Synergy_Loewe=-0.324, Synergy_HSA=1.38. (8) Drug 1: C1=CN(C(=O)N=C1N)C2C(C(C(O2)CO)O)(F)F. Drug 2: CCC1=C2N=C(C=C(N2N=C1)NCC3=C[N+](=CC=C3)[O-])N4CCCCC4CCO. Cell line: NCI-H460. Synergy scores: CSS=86.4, Synergy_ZIP=7.02, Synergy_Bliss=4.75, Synergy_Loewe=-1.03, Synergy_HSA=6.94. (9) Cell line: MDA-MB-231. Drug 2: CCCCC(=O)OCC(=O)C1(CC(C2=C(C1)C(=C3C(=C2O)C(=O)C4=C(C3=O)C=CC=C4OC)O)OC5CC(C(C(O5)C)O)NC(=O)C(F)(F)F)O. Drug 1: C1CN1P(=S)(N2CC2)N3CC3. Synergy scores: CSS=26.5, Synergy_ZIP=-1.32, Synergy_Bliss=-0.859, Synergy_Loewe=-8.38, Synergy_HSA=0.629.